This data is from Catalyst prediction with 721,799 reactions and 888 catalyst types from USPTO. The task is: Predict which catalyst facilitates the given reaction. (1) Reactant: C([O:3][C:4](=[O:32])[CH2:5][C:6]1[C:11]([C:12]#[N:13])=[CH:10][CH:9]=[C:8]([N:14]([CH2:22][C:23]([F:31])([F:30])[C:24]2[CH:29]=[CH:28][CH:27]=[CH:26][N:25]=2)[C:15]([O:17][C:18]([CH3:21])([CH3:20])[CH3:19])=[O:16])[N:7]=1)C.[Li+].[OH-].Cl. Product: [C:12]([C:11]1[C:6]([CH2:5][C:4]([OH:32])=[O:3])=[N:7][C:8]([N:14]([CH2:22][C:23]([F:31])([F:30])[C:24]2[CH:29]=[CH:28][CH:27]=[CH:26][N:25]=2)[C:15]([O:17][C:18]([CH3:21])([CH3:20])[CH3:19])=[O:16])=[CH:9][CH:10]=1)#[N:13]. The catalyst class is: 1. (2) Reactant: [C:1]([CH:3]([CH:7]1[C:11]([Cl:12])=[C:10](Cl)C(=O)O1)[C:4]([NH2:6])=[O:5])#[N:2].[F:15][C:16]1[CH:21]=[CH:20][C:19]([C@H:22]([NH2:24])[CH3:23])=[CH:18][CH:17]=1.C(=O)([O-])[O-].[K+].[K+]. Product: [ClH:12].[Cl:12][C:11]1[CH:7]=[C:3]([C:4]([NH2:6])=[O:5])[C:1](=[NH:2])[N:24]([C@@H:22]([C:19]2[CH:20]=[CH:21][C:16]([F:15])=[CH:17][CH:18]=2)[CH3:23])[CH:10]=1. The catalyst class is: 8. (3) Reactant: Br[C:2]1[C:3]([C:18]2[CH:23]=[CH:22][CH:21]=[C:20]([O:24][CH3:25])[CH:19]=2)=[N:4][CH2:5][C:6](=[O:17])[N:7]2[CH2:16][CH2:15][C:14]3[C:9](=[CH:10][CH:11]=[CH:12][CH:13]=3)[C:8]=12.C([Sn](CO)(CCCC)CCCC)CCC. Product: [CH3:6][N:7]([CH2:16][C:13]1[CH:12]=[CH:11][CH:10]=[C:9]2[C:14]=1[CH2:15][CH2:16][N:7]1[C:6](=[O:17])[CH2:5][N:4]=[C:3]([C:18]3[CH:23]=[CH:22][CH:21]=[C:20]([O:24][CH3:25])[CH:19]=3)[CH:2]=[C:8]12)[CH3:8]. The catalyst class is: 77.